From a dataset of Forward reaction prediction with 1.9M reactions from USPTO patents (1976-2016). Predict the product of the given reaction. Given the reactants Cl[C:2]1[CH:7]=[N:6][CH:5]=[C:4]([Cl:8])[N:3]=1.[NH2:9][C:10]1[CH:15]=[CH:14][CH:13]=[CH:12][CH:11]=1.CCN(C(C)C)C(C)C, predict the reaction product. The product is: [Cl:8][C:4]1[N:3]=[C:2]([NH:9][C:10]2[CH:15]=[CH:14][CH:13]=[CH:12][CH:11]=2)[CH:7]=[N:6][CH:5]=1.